From a dataset of Full USPTO retrosynthesis dataset with 1.9M reactions from patents (1976-2016). Predict the reactants needed to synthesize the given product. (1) The reactants are: [Cl:1][C:2]1[CH:3]=[C:4]([CH:15]=[CH:16][CH:17]=1)[CH2:5][N:6]1[C:10](=[O:11])[CH2:9][CH2:8][C@@H:7]1[C:12]([OH:14])=O.[NH2:18][CH:19]([CH2:25][C:26]1[CH:31]=[CH:30][CH:29]=[CH:28][CH:27]=1)[CH:20]([OH:24])[C:21]([NH2:23])=[O:22].O[NH-].O=[N-]. Given the product [NH2:23][C:21](=[O:22])[C:20](=[O:24])[CH:19]([NH:18][C:12]([C@H:7]1[CH2:8][CH2:9][C:10](=[O:11])[N:6]1[CH2:5][C:4]1[CH:15]=[CH:16][CH:17]=[C:2]([Cl:1])[CH:3]=1)=[O:14])[CH2:25][C:26]1[CH:27]=[CH:28][CH:29]=[CH:30][CH:31]=1, predict the reactants needed to synthesize it. (2) Given the product [Cl:1][C:2]1[CH:7]=[CH:6][C:5]([C:8]2[C:12]([CH2:13][O:14][C:24]3[CH:23]=[CH:22][C:21](/[CH:28]=[CH:29]/[C:30]([OH:32])=[O:31])=[C:20]([F:19])[C:25]=3[F:26])=[C:11]([C:15]([F:16])([F:18])[F:17])[S:10][N:9]=2)=[CH:4][CH:3]=1, predict the reactants needed to synthesize it. The reactants are: [Cl:1][C:2]1[CH:7]=[CH:6][C:5]([C:8]2[C:12]([CH2:13][OH:14])=[C:11]([C:15]([F:18])([F:17])[F:16])[S:10][N:9]=2)=[CH:4][CH:3]=1.[F:19][C:20]1[C:25]([F:26])=[C:24](O)[CH:23]=[CH:22][C:21]=1/[CH:28]=[CH:29]/[C:30]([O:32]CC)=[O:31].